From a dataset of Reaction yield outcomes from USPTO patents with 853,638 reactions. Predict the reaction yield, written as a fraction of the theoretical maximum amount of product (1.0 means a 100% yield; for example, 0.34 means a 34% yield). The reactants are [CH:1]12[NH:13][CH:5]([CH2:6][CH:7]([CH2:9][C:10]([OH:12])=[O:11])[CH2:8]1)[CH2:4][O:3][CH2:2]2.S(Cl)(Cl)(=O)=O.[CH3:19]O. No catalyst specified. The product is [CH3:19][O:11][C:10](=[O:12])[CH2:9][CH:7]1[CH2:6][CH:5]2[NH:13][CH:1]([CH2:2][O:3][CH2:4]2)[CH2:8]1. The yield is 0.990.